Dataset: Reaction yield outcomes from USPTO patents with 853,638 reactions. Task: Predict the reaction yield, written as a fraction of the theoretical maximum amount of product (1.0 means a 100% yield; for example, 0.34 means a 34% yield). (1) The reactants are [N:1]1([C:10]([O:12][C:13]([CH3:16])([CH3:15])[CH3:14])=[O:11])[C:5]2=[CH:6][N:7]=[CH:8][CH:9]=[C:4]2[CH:3]=[CH:2]1.CCO. The catalyst is O=[Pt]=O.CC(O)=O. The product is [N:1]1([C:10]([O:12][C:13]([CH3:16])([CH3:15])[CH3:14])=[O:11])[CH:5]2[CH2:6][NH:7][CH2:8][CH2:9][CH:4]2[CH2:3][CH2:2]1. The yield is 0.950. (2) The reactants are [CH3:1][N:2]([CH3:48])[CH2:3][C:4]([N:6]1[C:15]2[C:10](=[CH:11][C:12]([O:46][CH3:47])=[C:13]([NH:16][C:17]3[N:30]4[C:21](=[N:22][C:23]5[C:28]([C:29]4=[O:31])=[C:27]([F:32])[CH:26]=[CH:25][CH:24]=5)[C:20]4[CH:33]=[CH:34][N:35]([S:36]([C:39]5[CH:44]=[CH:43][C:42]([CH3:45])=[CH:41][CH:40]=5)(=[O:38])=[O:37])[C:19]=4[N:18]=3)[CH:14]=2)[CH2:9][CH2:8][CH2:7]1)=[O:5].[CH3:49][NH2:50]. The catalyst is C1COCC1. The product is [CH3:1][N:2]([CH3:48])[CH2:3][C:4]([N:6]1[C:15]2[C:10](=[CH:11][C:12]([O:46][CH3:47])=[C:13]([NH:16][C:17]3[N:30]=[C:21]([NH:22][C:23]4[CH:24]=[CH:25][CH:26]=[C:27]([F:32])[C:28]=4[C:29]([NH:50][CH3:49])=[O:31])[C:20]4[CH:33]=[CH:34][N:35]([S:36]([C:39]5[CH:40]=[CH:41][C:42]([CH3:45])=[CH:43][CH:44]=5)(=[O:38])=[O:37])[C:19]=4[N:18]=3)[CH:14]=2)[CH2:9][CH2:8][CH2:7]1)=[O:5]. The yield is 0.610. (3) The yield is 0.970. The catalyst is CN(C=O)C. The reactants are [CH3:1][C@@H:2]1[C@@H:6](OS(C2C=CC(C)=CC=2)(=O)=O)[CH2:5][N:4]([C:18]([O:20][CH2:21][C:22]2[CH:27]=[CH:26][CH:25]=[CH:24][CH:23]=2)=[O:19])[CH2:3]1.[N-:28]=[N+:29]=[N-:30].[Na+]. The product is [N:28]([C@H:6]1[C@@H:2]([CH3:1])[CH2:3][N:4]([C:18]([O:20][CH2:21][C:22]2[CH:27]=[CH:26][CH:25]=[CH:24][CH:23]=2)=[O:19])[CH2:5]1)=[N+:29]=[N-:30]. (4) The reactants are [OH:1][C@H:2]1[CH2:7][CH2:6][CH2:5][C@H:4]([NH:8][C:9]2[C:14]([C:15]#[N:16])=[CH:13][N:12]=[C:11](SC)[N:10]=2)[C:3]1([CH3:20])[CH3:19].Cl.[NH2:22][CH2:23][CH2:24][CH:25]1[C:33]2[C:28](=[CH:29][C:30]([F:34])=[CH:31][CH:32]=2)[NH:27][C:26]1=[O:35].CCN(C(C)C)C(C)C. The catalyst is CC(N(C)C)=O. The product is [F:34][C:30]1[CH:29]=[C:28]2[C:33]([CH:25]([CH2:24][CH2:23][NH:22][C:11]3[N:10]=[C:9]([NH:8][C@H:4]4[CH2:5][CH2:6][CH2:7][C@H:2]([OH:1])[C:3]4([CH3:20])[CH3:19])[C:14]([C:15]#[N:16])=[CH:13][N:12]=3)[C:26](=[O:35])[NH:27]2)=[CH:32][CH:31]=1. The yield is 0.190. (5) The reactants are [CH3:1][C:2]1([CH3:32])[CH2:7][C:6](=[O:8])[CH2:5][C:4]([CH3:10])([CH3:9])[P:3]1[C:11]1[CH:16]=[CH:15][CH:14]=[CH:13][C:12]=1[C:17]1[C:22]([CH:23]([CH3:25])[CH3:24])=[CH:21][C:20]([CH:26]([CH3:28])[CH3:27])=[CH:19][C:18]=1[CH:29]([CH3:31])[CH3:30].[H-].[Al+3].[Li+].[H-].[H-].[H-]. No catalyst specified. The product is [CH3:10][C:4]1([CH3:9])[CH2:5][CH:6]([OH:8])[CH2:7][C:2]([CH3:1])([CH3:32])[P:3]1[C:11]1[CH:16]=[CH:15][CH:14]=[CH:13][C:12]=1[C:17]1[C:22]([CH:23]([CH3:24])[CH3:25])=[CH:21][C:20]([CH:26]([CH3:28])[CH3:27])=[CH:19][C:18]=1[CH:29]([CH3:31])[CH3:30]. The yield is 0.880. (6) The reactants are Br[CH2:2][C:3]([C:5]1[CH:10]=[CH:9][C:8]([Br:11])=[C:7]([O:12][CH:13]([F:15])[F:14])[CH:6]=1)=[O:4].[C:16]([N:23]1[CH2:30][CH2:29][CH2:28][C@H:24]1[C:25]([OH:27])=[O:26])([O:18][C:19]([CH3:22])([CH3:21])[CH3:20])=[O:17].C(N(CC)CC)C. The catalyst is CC#N.CCOC(C)=O. The product is [N:23]1([C:16]([O:18][C:19]([CH3:22])([CH3:21])[CH3:20])=[O:17])[CH2:30][CH2:29][CH2:28][C@H:24]1[C:25]([O:27][CH2:2][C:3]([C:5]1[CH:10]=[CH:9][C:8]([Br:11])=[C:7]([O:12][CH:13]([F:15])[F:14])[CH:6]=1)=[O:4])=[O:26]. The yield is 0.780.